Task: Predict the product of the given reaction.. Dataset: Forward reaction prediction with 1.9M reactions from USPTO patents (1976-2016) Given the reactants [Cl:1][C:2]1[CH:9]=[C:8](F)[CH:7]=[CH:6][C:3]=1[C:4]#[N:5].[CH:11]1([CH2:14][C@@H:15]([C:17]([OH:19])=[O:18])[NH2:16])[CH2:13][CH2:12]1.C(=O)([O-])[O-].[Cs+].[Cs+].C(OCC)(=O)C, predict the reaction product. The product is: [Cl:1][C:2]1[CH:9]=[C:8]([NH:16][C@H:15]([C:17]([OH:19])=[O:18])[CH2:14][CH:11]2[CH2:13][CH2:12]2)[CH:7]=[CH:6][C:3]=1[C:4]#[N:5].